This data is from Reaction yield outcomes from USPTO patents with 853,638 reactions. The task is: Predict the reaction yield, written as a fraction of the theoretical maximum amount of product (1.0 means a 100% yield; for example, 0.34 means a 34% yield). (1) The reactants are [F:1][C:2]1[C:3]([N+:12]([O-])=O)=[C:4]([CH2:8][C:9](O)=[O:10])[CH:5]=[CH:6][CH:7]=1. The product is [F:1][C:2]1[CH:7]=[CH:6][CH:5]=[C:4]2[C:3]=1[NH:12][C:9](=[O:10])[CH2:8]2. The catalyst is C(O)(=O)C.[Pd]. The yield is 0.830. (2) The reactants are P(Br)(Br)([Br:3])=O.O[C:7]1[C:12]([N+:13]([O-:15])=[O:14])=[CH:11][C:10]([CH3:16])=[CH:9][N:8]=1. The catalyst is CN(C=O)C. The product is [Br:3][C:7]1[C:12]([N+:13]([O-:15])=[O:14])=[CH:11][C:10]([CH3:16])=[CH:9][N:8]=1. The yield is 0.860.